Task: Binary Classification. Given a miRNA mature sequence and a target amino acid sequence, predict their likelihood of interaction.. Dataset: Experimentally validated miRNA-target interactions with 360,000+ pairs, plus equal number of negative samples (1) The miRNA is mmu-miR-804 with sequence UGUGAGUUGUUCCUCACCUGGA. The protein sequence of the target gene is MSGFDDPGIFYSDSFGGDPGAEEGQARKSQLQRRFKEFLRQYRVGTDRTGFTFKYRDELKRHYNLGEYWIEVEMEDLASFDEELADHLHKQPAEHLQLLEEAAKEVADEVTRPRPAGDELLQDIQVMLKSDASPSSIRILKSDMMSHLVKIPGIIISASAVRAKATRISIQCRSCHNTLTNIAMRPGLEGYALPRKCNMDQAGRPKCPLDPYFIMPDKCKCVDFQTLKLQELPDAVPHGEMPRHMQLYCDRYLCDKVVPGNRVTIMGIYSIKKFGLNPSKGRDRVGVGIRSSYIRVLGIQ.... Result: 1 (interaction). (2) The miRNA is mmu-miR-24-2-5p with sequence GUGCCUACUGAGCUGAAACAGU. The protein sequence of the target gene is MAPEENAGSELLLQSFKRRFLAARALRSFRWQSLEAKLRDSSDSELLRDILQKHEAVHTEPLDELYEVLVETLMAKESTQGHRSYLLTCCIAQKPSCRWSGSCGGWLPAGSTSGLLNSTWPLPSATQRCASCSPPSYAGLGSDGKRKLIMTRNCFPTESTWRWQS. Result: 0 (no interaction). (3) The miRNA is hsa-miR-4791 with sequence UGGAUAUGAUGACUGAAA. The protein sequence of the target gene is MMLPSPVTSTPFSVKDILNLEQQRHFHGAHLQAELEQHFHSAPCMLATAEGTQFSDAGEEDEEEEGEKLSYLNSLAAAEGHGDSGLCPQSYVHTVLRDACSGPKEQEEEVVSERSQKSCQLKKSLEAAGDCKTSEDGERPKPRSRRKPRVLFSQAQVFELERRFKQQRYLSAPEREHLASSLKLTSTQVKIWFQNRRYKCKRQRQDKSLELGTHAPPPPPRRVAVPVLVRDGKPCVTPSAQTYGSPYGVGAGAYSYNSFPAYGYGNSAAAAAAAAAAAAAAAAYSGSYGCAYPTGGGGGG.... Result: 0 (no interaction). (4) The miRNA is hsa-miR-4425 with sequence UGUUGGGAUUCAGCAGGACCAU. The protein sequence of the target gene is MTSKGPEEEHPSVTLFRQYLRIRTVQPKPDYGAAVAFFEETARQLGLGCQKVEVAPGYVVTVLTWPGTNPTLSSILLNSHTDVVPVFKEHWSHDPFEAFKDSEGYIYARGAQDMKCVSIQYLEAVRRLKVEGHRFPRTIHMTFVPDEEVGGHQGMELFVQRPEFHALRAGFALDEGIANPTDAFTVFYSERSPWWVRVTSTGRPGHASRFMEDTAAEKLHKVVNSILAFREKEWQRLQSNPHLKEGSVTSVNLTKLEGGVAYNVIPATMSASFDFRVAPDVDFKAFEEQLQSWCQAAGEG.... Result: 1 (interaction).